From a dataset of Full USPTO retrosynthesis dataset with 1.9M reactions from patents (1976-2016). Predict the reactants needed to synthesize the given product. Given the product [CH2:22]([N:12]1[CH2:13][C@H:14]([CH2:15][C:16]2[CH:17]=[CH:18][CH:19]=[CH:20][CH:21]=2)[C@H:10]([CH2:8][NH:7][C:1]2[CH:6]=[CH:5][CH:4]=[CH:3][CH:2]=2)[CH2:11]1)[C:23]1[CH:24]=[CH:25][CH:26]=[CH:27][CH:28]=1, predict the reactants needed to synthesize it. The reactants are: [C:1]1([NH:7][C:8]([C@H:10]2[C@@H:14]([CH2:15][C:16]3[CH:21]=[CH:20][CH:19]=[CH:18][CH:17]=3)[CH2:13][N:12]([CH2:22][C:23]3[CH:28]=[CH:27][CH:26]=[CH:25][CH:24]=3)[CH2:11]2)=O)[CH:6]=[CH:5][CH:4]=[CH:3][CH:2]=1.S(C)C.CO.